This data is from NCI-60 drug combinations with 297,098 pairs across 59 cell lines. The task is: Regression. Given two drug SMILES strings and cell line genomic features, predict the synergy score measuring deviation from expected non-interaction effect. Drug 1: C1CN(CCN1C(=O)CCBr)C(=O)CCBr. Drug 2: CCC1(C2=C(COC1=O)C(=O)N3CC4=CC5=C(C=CC(=C5CN(C)C)O)N=C4C3=C2)O.Cl. Cell line: KM12. Synergy scores: CSS=38.0, Synergy_ZIP=-3.91, Synergy_Bliss=3.41, Synergy_Loewe=-3.75, Synergy_HSA=5.06.